This data is from Forward reaction prediction with 1.9M reactions from USPTO patents (1976-2016). The task is: Predict the product of the given reaction. (1) Given the reactants C(N(CC)CC)C.[CH3:8][C@@:9]12[C:15]([CH3:17])([CH3:16])[C@@H:12]([CH2:13][CH2:14]1)[CH:11]([C:18](Cl)=[O:19])[C:10]2=[O:21].[C:22]([O:26][C:27]([NH:29][NH:30][C:31]1[CH:36]=[CH:35][CH:34]=[CH:33][C:32]=1[F:37])=[O:28])([CH3:25])([CH3:24])[CH3:23].O, predict the reaction product. The product is: [C:22]([O:26][C:27]([NH:29][N:30]([C:31]1[CH:36]=[CH:35][CH:34]=[CH:33][C:32]=1[F:37])[C:18]([CH:11]1[C:10](=[O:21])[C@:9]2([CH3:8])[C:15]([CH3:17])([CH3:16])[C@H:12]1[CH2:13][CH2:14]2)=[O:19])=[O:28])([CH3:25])([CH3:23])[CH3:24]. (2) Given the reactants Br[C:2]1[CH:7]=[CH:6][C:5]([C:8](=[C:16]2[CH2:21][CH2:20][CH2:19][CH2:18][CH2:17]2)[C:9]2[CH:14]=[CH:13][C:12]([OH:15])=[CH:11][CH:10]=2)=[CH:4][C:3]=1[CH3:22].[C:23]([O:27][C:28]([CH3:31])([CH3:30])[CH3:29])(=[O:26])[CH:24]=[CH2:25].CC1C=CC=CC=1P(C1C=CC=CC=1C)C1C=CC=CC=1C.CCN(CC)CC, predict the reaction product. The product is: [C:16]1(=[C:8]([C:9]2[CH:14]=[CH:13][C:12]([OH:15])=[CH:11][CH:10]=2)[C:5]2[CH:6]=[CH:7][C:2](/[CH:25]=[CH:24]/[C:23]([O:27][C:28]([CH3:31])([CH3:30])[CH3:29])=[O:26])=[C:3]([CH3:22])[CH:4]=2)[CH2:21][CH2:20][CH2:19][CH2:18][CH2:17]1. (3) Given the reactants C(NC(C)C)(C)C.[Li].[Cl:9][C:10]1[C:11]2[S:18][CH:17]=[CH:16][C:12]=2[N:13]=[CH:14][N:15]=1.[Br:19]C(F)(F)C(Br)(F)F.O, predict the reaction product. The product is: [Br:19][C:17]1[S:18][C:11]2[C:10]([Cl:9])=[N:15][CH:14]=[N:13][C:12]=2[CH:16]=1. (4) Given the reactants [NH2:1][C@:2]12[CH2:38][CH2:37][C@@H:36]([C:39]([CH3:41])=[CH2:40])[C@@H:3]1[C@@H:4]1[C@@:17]([CH3:20])([CH2:18][CH2:19]2)[C@@:16]2([CH3:21])[C@@H:7]([C@:8]3([CH3:35])[C@@H:13]([CH2:14][CH2:15]2)[C:12]([CH3:23])([CH3:22])[C:11]([C:24]2[CH2:29][CH:28]4[CH:26]([CH:27]4[C:30]([O:32][CH2:33][CH3:34])=[O:31])[CH:25]=2)=[CH:10][CH2:9]3)[CH2:6][CH2:5]1.P([O-])([O-])([O-])=O.[K+].[K+].[K+].Cl[CH2:51][CH2:52]Cl, predict the reaction product. The product is: [N:1]1([C@:2]23[CH2:38][CH2:37][C@@H:36]([C:39]([CH3:41])=[CH2:40])[C@@H:3]2[C@@H:4]2[C@@:17]([CH3:20])([CH2:18][CH2:19]3)[C@@:16]3([CH3:21])[C@@H:7]([C@:8]4([CH3:35])[C@@H:13]([CH2:14][CH2:15]3)[C:12]([CH3:22])([CH3:23])[C:11]([C:24]3[CH2:29][CH:28]5[CH:26]([CH:27]5[C:30]([O:32][CH2:33][CH3:34])=[O:31])[CH:25]=3)=[CH:10][CH2:9]4)[CH2:6][CH2:5]2)[CH2:52][CH2:51]1. (5) Given the reactants FC(F)(F)C(O)=O.[F:8][C:9]1[CH:17]=[C:16]([C:18]2[CH:19]=[CH:20][C:21]3[O:25][C:24]([CH:26]4[CH2:31][CH2:30][NH:29][CH2:28][CH2:27]4)=[N:23][C:22]=3[CH:32]=2)[CH:15]=[CH:14][C:10]=1[C:11]([NH2:13])=[O:12].[C:33](O)(=[O:38])[CH2:34][CH:35]([CH3:37])[CH3:36].CCN=C=NCCCN(C)C.Cl.C1C=CC2N(O)N=NC=2C=1, predict the reaction product. The product is: [F:8][C:9]1[CH:17]=[C:16]([C:18]2[CH:19]=[CH:20][C:21]3[O:25][C:24]([CH:26]4[CH2:31][CH2:30][N:29]([C:33](=[O:38])[CH2:34][CH:35]([CH3:37])[CH3:36])[CH2:28][CH2:27]4)=[N:23][C:22]=3[CH:32]=2)[CH:15]=[CH:14][C:10]=1[C:11]([NH2:13])=[O:12]. (6) Given the reactants [NH2:1][C:2]1[N:7]=[CH:6][C:5]([C:8]#[C:9][C:10]2[C:11]([CH2:26][CH3:27])=[N:12][CH:13]=[CH:14][C:15]=2[C:16]2[CH:24]=[CH:23][C:19]([C:20](O)=[O:21])=[C:18]([F:25])[CH:17]=2)=[CH:4][CH:3]=1.[CH3:28][N:29]1[CH2:34][CH2:33][NH:32][CH2:31][CH2:30]1.CN(C(ON1N=NC2C=CC=NC1=2)=[N+](C)C)C.F[P-](F)(F)(F)(F)F.CCN(C(C)C)C(C)C, predict the reaction product. The product is: [NH2:1][C:2]1[N:7]=[CH:6][C:5]([C:8]#[C:9][C:10]2[C:11]([CH2:26][CH3:27])=[N:12][CH:13]=[CH:14][C:15]=2[C:16]2[CH:24]=[CH:23][C:19]([C:20]([N:32]3[CH2:33][CH2:34][N:29]([CH3:28])[CH2:30][CH2:31]3)=[O:21])=[C:18]([F:25])[CH:17]=2)=[CH:4][CH:3]=1. (7) Given the reactants [CH3:1][O:2][C:3](=[O:28])[C:4]1[CH:9]=[CH:8][C:7]([C:10]2[CH2:14][C:13]([C:19]3[CH:24]=[C:23]([Cl:25])[CH:22]=[C:21]([Cl:26])[CH:20]=3)([C:15]([F:18])([F:17])[F:16])[O:12][N:11]=2)=[CH:6][C:5]=1I.[F-:29].[K+].COC(=O)[C:34](Cl)([F:36])[F:35].O, predict the reaction product. The product is: [CH3:1][O:2][C:3](=[O:28])[C:4]1[CH:9]=[CH:8][C:7]([C:10]2[CH2:14][C:13]([C:19]3[CH:24]=[C:23]([Cl:25])[CH:22]=[C:21]([Cl:26])[CH:20]=3)([C:15]([F:18])([F:17])[F:16])[O:12][N:11]=2)=[CH:6][C:5]=1[C:34]([F:36])([F:29])[F:35]. (8) Given the reactants [N+:1]([C:4]1[CH:9]=[CH:8][C:7]([CH2:10][C:11]#[N:12])=[CH:6][CH:5]=1)([O-:3])=[O:2].Br[CH2:14][CH2:15][CH2:16][CH2:17][CH2:18]Br.[H-].[Na+], predict the reaction product. The product is: [N+:1]([C:4]1[CH:5]=[CH:6][C:7]([C:10]2([C:11]#[N:12])[CH2:18][CH2:17][CH2:16][CH2:15][CH2:14]2)=[CH:8][CH:9]=1)([O-:3])=[O:2].